Predict the reactants needed to synthesize the given product. From a dataset of Full USPTO retrosynthesis dataset with 1.9M reactions from patents (1976-2016). (1) Given the product [CH3:11][O:10][C:1]([C:2]1[CH:8]=[CH:7][CH:6]=[CH:5][C:3]=1[S:4][C:13]1[CH:18]=[CH:17][CH:16]=[CH:15][C:14]=1[N+:19]([O-:21])=[O:20])=[O:9].[CH3:22][O:23][C:24]([C:26]1[CH:31]=[CH:30][CH:29]=[CH:28][C:27]=1[S:32][C:33]1[CH:39]=[CH:38][CH:37]=[CH:36][C:34]=1[NH:35][C:1]([NH:40][C:41]1[S:42][CH:43]=[CH:44][N:45]=1)=[O:9])=[O:25], predict the reactants needed to synthesize it. The reactants are: [C:1]([O:10][CH3:11])(=[O:9])[C:2]1[C:3](=[CH:5][CH:6]=[CH:7][CH:8]=1)[SH:4].F[C:13]1[CH:18]=[CH:17][CH:16]=[CH:15][C:14]=1[N+:19]([O-:21])=[O:20].[CH3:22][O:23][C:24]([C:26]1[CH:31]=[CH:30][CH:29]=[CH:28][C:27]=1[S:32][C:33]1[CH:39]=[CH:38][CH:37]=[CH:36][C:34]=1[NH2:35])=[O:25].[NH2:40][C:41]1[S:42][CH:43]=[CH:44][N:45]=1. (2) Given the product [Br:1][C:2]1[CH:7]=[CH:6][C:5]([N:8]([C:20]2[CH:27]=[CH:26][C:23]([C:24]#[N:25])=[C:22]([O:28][CH3:29])[N:21]=2)[C:9](=[O:15])[O:10][C:11]([CH3:12])([CH3:13])[CH3:14])=[CH:4][C:3]=1[CH3:16], predict the reactants needed to synthesize it. The reactants are: [Br:1][C:2]1[CH:7]=[CH:6][C:5]([NH:8][C:9](=[O:15])[O:10][C:11]([CH3:14])([CH3:13])[CH3:12])=[CH:4][C:3]=1[CH3:16].[H-].[Na+].Cl[C:20]1[CH:27]=[CH:26][C:23]([C:24]#[N:25])=[C:22]([O:28][CH3:29])[N:21]=1.O.